Predict the product of the given reaction. From a dataset of Forward reaction prediction with 1.9M reactions from USPTO patents (1976-2016). (1) Given the reactants [C:1]([N:5]1[C:9](=[O:10])[C:8](Cl)=[C:7]([C:12]2[CH:17]=[CH:16][CH:15]=[CH:14][CH:13]=2)[S:6]1(=[O:19])=[O:18])([CH3:4])([CH3:3])[CH3:2].[OH:20][CH2:21][CH2:22][CH2:23][NH2:24], predict the reaction product. The product is: [C:1]([N:5]1[C:9](=[O:10])[C:8]([NH:24][CH2:23][CH2:22][CH2:21][OH:20])=[C:7]([C:12]2[CH:17]=[CH:16][CH:15]=[CH:14][CH:13]=2)[S:6]1(=[O:19])=[O:18])([CH3:4])([CH3:3])[CH3:2]. (2) Given the reactants [N+:1]([C:4]1[CH:5]=[N:6][N:7]([CH2:9][CH2:10][C:11]2[CH:16]=[CH:15][CH:14]=[CH:13][CH:12]=2)[CH:8]=1)([O-])=O, predict the reaction product. The product is: [CH2:9]([N:7]1[CH:8]=[C:4]([NH2:1])[CH:5]=[N:6]1)[CH2:10][C:11]1[CH:12]=[CH:13][CH:14]=[CH:15][CH:16]=1. (3) Given the reactants [NH2:1][C:2]1[N:7]=[CH:6][N:5]=[C:4]([NH:8][C@H:9]([C:11]2[N:16]([C:17]3[CH:22]=[CH:21][CH:20]=[CH:19][CH:18]=3)[C:15](=[O:23])[C:14]3=[C:24]([CH3:27])[CH:25]=[CH:26][N:13]3[N:12]=2)[CH3:10])[C:3]=1[CH2:28][C:29]1[CH:34]=[CH:33][CH:32]=[C:31]([O:35]C)[CH:30]=1.B(Br)(Br)Br, predict the reaction product. The product is: [NH2:1][C:2]1[N:7]=[CH:6][N:5]=[C:4]([NH:8][C@H:9]([C:11]2[N:16]([C:17]3[CH:18]=[CH:19][CH:20]=[CH:21][CH:22]=3)[C:15](=[O:23])[C:14]3=[C:24]([CH3:27])[CH:25]=[CH:26][N:13]3[N:12]=2)[CH3:10])[C:3]=1[CH2:28][C:29]1[CH:34]=[CH:33][CH:32]=[C:31]([OH:35])[CH:30]=1. (4) Given the reactants Br[C:2]1[CH:3]=[C:4]([N:8]2[C:16]3[CH2:15][CH2:14][CH2:13][CH:12]([OH:17])[C:11]=3[C:10]([C:18]([O:20][CH2:21][CH3:22])=[O:19])=[N:9]2)[CH:5]=[CH:6][CH:7]=1.[C:23]([C@:25]1([OH:32])[CH2:29][CH2:28][N:27]([CH3:30])[C:26]1=[O:31])#[CH:24], predict the reaction product. The product is: [OH:17][CH:12]1[CH2:13][CH2:14][CH2:15][C:16]2[N:8]([C:4]3[CH:5]=[CH:6][CH:7]=[C:2]([C:24]#[C:23][C@:25]4([OH:32])[CH2:29][CH2:28][N:27]([CH3:30])[C:26]4=[O:31])[CH:3]=3)[N:9]=[C:10]([C:18]([O:20][CH2:21][CH3:22])=[O:19])[C:11]1=2. (5) Given the reactants [C:1]([CH2:3][C:4]([OH:6])=O)#[N:2].C(Cl)(=O)C(Cl)=O.[NH:13]1[CH2:18][CH2:17][CH2:16][CH:15]([NH:19][C:20]2[C:21]3[CH:38]=[CH:37][NH:36][C:22]=3[N:23]=[C:24]([NH:26][C:27]3[CH:35]=[CH:34][C:30]([C:31]([NH2:33])=[O:32])=[CH:29][CH:28]=3)[N:25]=2)[CH2:14]1.O, predict the reaction product. The product is: [C:1]([CH2:3][C:4]([N:13]1[CH2:18][CH2:17][CH2:16][CH:15]([NH:19][C:20]2[C:21]3[CH:38]=[CH:37][NH:36][C:22]=3[N:23]=[C:24]([NH:26][C:27]3[CH:35]=[CH:34][C:30]([C:31]([NH2:33])=[O:32])=[CH:29][CH:28]=3)[N:25]=2)[CH2:14]1)=[O:6])#[N:2]. (6) Given the reactants S([O-])(O)=O.[Na+].[F:6][C:7]([F:17])([F:16])[C:8]1[CH:9]=[C:10]([NH2:15])[C:11]([NH2:14])=[N:12][CH:13]=1.[CH2:18]([S:20][C:21]1[CH:26]=[C:25]([C:27]([F:30])([F:29])[F:28])[CH:24]=[CH:23][C:22]=1[CH:31]=O)[CH3:19].CN(C=O)C, predict the reaction product. The product is: [CH2:18]([S:20][C:21]1[CH:26]=[C:25]([C:27]([F:29])([F:28])[F:30])[CH:24]=[CH:23][C:22]=1[C:31]1[NH:14][C:11]2=[N:12][CH:13]=[C:8]([C:7]([F:6])([F:16])[F:17])[CH:9]=[C:10]2[N:15]=1)[CH3:19].